From a dataset of Catalyst prediction with 721,799 reactions and 888 catalyst types from USPTO. Predict which catalyst facilitates the given reaction. (1) Reactant: [Cl:1][C:2]1[CH:7]=[C:6]([NH:8][CH3:9])[C:5]([CH2:10][NH:11][C:12]2[CH:17]=[C:16]([N+:18]([O-])=[O:19])[C:15]([F:21])=[CH:14][C:13]=2[CH3:22])=[CH:4][N:3]=1.CCN(CC)CC.[C:30](Cl)(Cl)=[O:31].[OH2:34]. Product: [Cl:1][C:2]1[N:3]=[CH:4][C:5]2[CH2:10][N:11]([C:12]3[CH:17]=[C:16]([N+:18]([O-:19])=[O:34])[C:15]([F:21])=[CH:14][C:13]=3[CH3:22])[C:30](=[O:31])[N:8]([CH3:9])[C:6]=2[CH:7]=1. The catalyst class is: 12. (2) Reactant: [CH2:1]([C:9]1[CH:18]=[CH:17][C:16]([NH2:19])=[CH:15][C:10]=1[C:11]([O:13]C)=[O:12])[CH2:2][C:3]1[CH:8]=[CH:7][CH:6]=[CH:5][CH:4]=1.[OH-].[Na+]. Product: [NH2:19][C:16]1[CH:17]=[CH:18][C:9]([CH2:1][CH2:2][C:3]2[CH:4]=[CH:5][CH:6]=[CH:7][CH:8]=2)=[C:10]([CH:15]=1)[C:11]([OH:13])=[O:12]. The catalyst class is: 5. (3) Reactant: [BH4-].[Na+].C(O)C.C1COCC1.[Br:11][C:12]1[CH:13]=[C:14]([CH:17]=[C:18]([O:20][CH3:21])[CH:19]=1)[CH:15]=[O:16]. Product: [Br:11][C:12]1[CH:13]=[C:14]([CH2:15][OH:16])[CH:17]=[C:18]([O:20][CH3:21])[CH:19]=1. The catalyst class is: 13. (4) Reactant: [NH2:1][CH2:2][C@@H:3]1[O:7][C:6](=[O:8])[N:5]([C:9]2[CH:14]=[CH:13][C:12]([I:15])=[CH:11][CH:10]=2)[CH2:4]1.C(N(C(C)C)CC)(C)C.Cl[CH:26](Cl)[C:27](=[N:29][NH:30]S(C1C(C)=CC=CC=1)(=O)=O)[CH3:28]. Product: [I:15][C:12]1[CH:13]=[CH:14][C:9]([N:5]2[CH2:4][C@H:3]([CH2:2][N:1]3[CH:26]=[C:27]([CH3:28])[N:29]=[N:30]3)[O:7][C:6]2=[O:8])=[CH:10][CH:11]=1. The catalyst class is: 5.